This data is from Forward reaction prediction with 1.9M reactions from USPTO patents (1976-2016). The task is: Predict the product of the given reaction. (1) Given the reactants [CH3:1][O:2][C:3]1[CH:4]=[C:5]([CH:15]=[CH:16][C:17]=1[N+:18]([O-])=O)[CH2:6][P:7](=[O:14])([O:11][CH2:12][CH3:13])[O:8][CH2:9][CH3:10], predict the reaction product. The product is: [NH2:18][C:17]1[CH:16]=[CH:15][C:5]([CH2:6][P:7](=[O:14])([O:11][CH2:12][CH3:13])[O:8][CH2:9][CH3:10])=[CH:4][C:3]=1[O:2][CH3:1]. (2) Given the reactants Cl[C:2]1[C:19]([N+:20]([O-:22])=[O:21])=[CH:18][C:17]([N+:23]([O-:25])=[O:24])=[CH:16][C:3]=1[C:4]([NH:6][CH2:7][CH2:8][O:9][CH:10]1[CH2:15][CH2:14][CH2:13][CH2:12][O:11]1)=[O:5].[Na+].[I-:27].[N:28]1([CH2:31][CH2:32][OH:33])[CH2:30][CH2:29]1.O, predict the reaction product. The product is: [OH:33][CH2:32][CH2:31][N:28]([CH2:29][CH2:30][I:27])[C:2]1[C:19]([N+:20]([O-:22])=[O:21])=[CH:18][C:17]([N+:23]([O-:25])=[O:24])=[CH:16][C:3]=1[C:4]([NH:6][CH2:7][CH2:8][O:9][CH:10]1[CH2:15][CH2:14][CH2:13][CH2:12][O:11]1)=[O:5]. (3) The product is: [CH2:3]([NH:10][S:11]([CH2:14][CH2:15][CH2:16][N:17]([CH3:50])[CH2:18][CH2:19][O:20][C@H:21]1[CH2:28][N:27]2[C:29]3[CH:30]=[C:31]([C:42]([OH:44])=[O:43])[CH:32]=[CH:33][C:34]=3[C:35]([CH:36]3[CH2:41][CH2:40][CH2:39][CH2:38][CH2:37]3)=[C:26]2[C:25]2[CH:46]=[CH:47][CH:48]=[CH:49][C:24]=2[O:23][CH2:22]1)(=[O:13])=[O:12])[C:4]1[CH:9]=[CH:8][CH:7]=[CH:6][CH:5]=1. Given the reactants [OH-].[Na+].[CH2:3]([NH:10][S:11]([CH2:14][CH2:15][CH2:16][N:17]([CH3:50])[CH2:18][CH2:19][O:20][C@H:21]1[CH2:28][N:27]2[C:29]3[CH:30]=[C:31]([C:42]([O:44]C)=[O:43])[CH:32]=[CH:33][C:34]=3[C:35]([CH:36]3[CH2:41][CH2:40][CH2:39][CH2:38][CH2:37]3)=[C:26]2[C:25]2[CH:46]=[CH:47][CH:48]=[CH:49][C:24]=2[O:23][CH2:22]1)(=[O:13])=[O:12])[C:4]1[CH:9]=[CH:8][CH:7]=[CH:6][CH:5]=1, predict the reaction product. (4) Given the reactants [CH3:1][C:2]1[C:3]([CH:8]2[CH2:13][CH2:12][CH2:11][CH:10]([C:14]3[C:19]([CH3:20])=[CH:18][CH:17]=[CH:16][N:15]=3)[N:9]2[CH2:21][C:22]2[CH:27]=[CH:26][CH:25]=[CH:24][C:23]=2[C:28]2([CH3:33])OCC[O:29]2)=[N:4][CH:5]=[CH:6][CH:7]=1.Cl, predict the reaction product. The product is: [CH3:20][C:19]1[C:14]([CH:10]2[CH2:11][CH2:12][CH2:13][CH:8]([C:3]3[C:2]([CH3:1])=[CH:7][CH:6]=[CH:5][N:4]=3)[N:9]2[CH2:21][C:22]2[CH:27]=[CH:26][CH:25]=[CH:24][C:23]=2[C:28](=[O:29])[CH3:33])=[N:15][CH:16]=[CH:17][CH:18]=1. (5) Given the reactants [H-].[H-].[H-].[H-].[Li+].[Al+3].[F:7][C:8]([C:11]1[CH:21]=[CH:20][C:14]([C:15](OCC)=[O:16])=[CH:13][CH:12]=1)([F:10])[CH3:9], predict the reaction product. The product is: [F:7][C:8]([C:11]1[CH:21]=[CH:20][C:14]([CH2:15][OH:16])=[CH:13][CH:12]=1)([F:10])[CH3:9]. (6) Given the reactants [CH3:1][C@@H:2]([NH:13][CH2:14][CH2:15][CH2:16][C:17]1[CH:18]=[CH:19][CH:20]=[C:21]([C:23]([F:26])([F:25])[F:24])[CH:22]=1)[C:3]1[CH:4]=[CH:5][CH:6]=[C:7]2[CH:12]=[CH:11][CH:10]=[CH:9][C:8]=12.C(C1C=C(C(F)(F)F)C=CC=1)#C.CC(C)=[O:41].C(=O)=O.[Li]CCCC.N([C@@H](C1C2C(=CC=CC=2)C=CC=1)C)=C=O.[Cl-].[NH4+], predict the reaction product. The product is: [C:3]1([C@H:2]([NH:13][C:14](=[O:41])[C:15]#[C:16][C:17]2[CH:18]=[CH:19][CH:20]=[C:21]([C:23]([F:24])([F:25])[F:26])[CH:22]=2)[CH3:1])[C:8]2[C:7](=[CH:12][CH:11]=[CH:10][CH:9]=2)[CH:6]=[CH:5][CH:4]=1. (7) Given the reactants C([O:3][C:4]([C:6]1[CH:11]=[CH:10][N:9]=[C:8]([C:12]2[C:13]3[CH:20]=[CH:19][CH:18]=[C:17]([F:21])[C:14]=3[S:15][CH:16]=2)[N:7]=1)=[CH2:5])C.C1C(=O)N([Br:29])C(=O)C1, predict the reaction product. The product is: [Br:29][CH2:3][C:4]([C:6]1[CH:11]=[CH:10][N:9]=[C:8]([C:12]2[C:13]3[CH:20]=[CH:19][CH:18]=[C:17]([F:21])[C:14]=3[S:15][CH:16]=2)[N:7]=1)=[O:5]. (8) Given the reactants C([O:8][C:9](=[O:37])[CH2:10][NH:11][C:12]([C:14]1[N:15]=[C:16]([C:32](=[O:36])[N:33]([CH3:35])[CH3:34])[C:17]2[C:22]([C:23]=1[O:24]CC1C=CC=CC=1)=[CH:21][CH:20]=[CH:19][CH:18]=2)=[O:13])C1C=CC=CC=1.CCOC(C)=O, predict the reaction product. The product is: [CH3:34][N:33]([CH3:35])[C:32]([C:16]1[C:17]2[C:22](=[CH:21][CH:20]=[CH:19][CH:18]=2)[C:23]([OH:24])=[C:14]([C:12]([NH:11][CH2:10][C:9]([OH:37])=[O:8])=[O:13])[N:15]=1)=[O:36]. (9) Given the reactants [CH2:1]([O:4][C:5]1[CH:6]=[CH:7][C:8]2[CH2:9][N:10](C(OC(C)(C)C)=O)[CH2:11][CH2:12][O:13][C:14]=2[N:15]=1)[CH2:2][CH3:3].[ClH:23].C(OCC)(=O)C, predict the reaction product. The product is: [ClH:23].[CH2:1]([O:4][C:5]1[CH:6]=[CH:7][C:8]2[CH2:9][NH:10][CH2:11][CH2:12][O:13][C:14]=2[N:15]=1)[CH2:2][CH3:3].